From a dataset of Reaction yield outcomes from USPTO patents with 853,638 reactions. Predict the reaction yield, written as a fraction of the theoretical maximum amount of product (1.0 means a 100% yield; for example, 0.34 means a 34% yield). The yield is 0.430. The product is [CH2:13]([O:20][C:21]1[CH:38]=[CH:37][C:24]([C:25]([NH:27][CH2:28][C:29]([N:30]2[CH2:35][CH2:34][N:33]([C:4](=[O:6])[C:3]3[CH:7]=[C:8]([O:11][CH3:12])[CH:9]=[CH:10][C:2]=3[Br:1])[CH2:32][CH2:31]2)=[O:36])=[O:26])=[CH:23][CH:22]=1)[C:14]1[CH:19]=[CH:18][CH:17]=[CH:16][CH:15]=1. The catalyst is CN(C=O)C.O. The reactants are [Br:1][C:2]1[CH:10]=[CH:9][C:8]([O:11][CH3:12])=[CH:7][C:3]=1[C:4]([OH:6])=O.[CH2:13]([O:20][C:21]1[CH:38]=[CH:37][C:24]([C:25]([NH:27][CH2:28][C:29](=[O:36])[N:30]2[CH2:35][CH2:34][NH:33][CH2:32][CH2:31]2)=[O:26])=[CH:23][CH:22]=1)[C:14]1[CH:19]=[CH:18][CH:17]=[CH:16][CH:15]=1.CCN=C=NCCCN(C)C.Cl.C1C=CC2N(O)N=NC=2C=1.CCN(C(C)C)C(C)C.